Dataset: Full USPTO retrosynthesis dataset with 1.9M reactions from patents (1976-2016). Task: Predict the reactants needed to synthesize the given product. (1) Given the product [I:1][C:2]1[CH:7]=[CH:6][C:5]([NH:8][C:9]2[C:17]([F:18])=[C:16]([F:19])[C:15]([F:20])=[CH:14][C:10]=2[C:11]([NH:28][O:27][CH2:26][CH2:25][O:24][CH:22]=[CH2:23])=[O:13])=[C:4]([CH3:21])[CH:3]=1, predict the reactants needed to synthesize it. The reactants are: [I:1][C:2]1[CH:7]=[CH:6][C:5]([NH:8][C:9]2[C:17]([F:18])=[C:16]([F:19])[C:15]([F:20])=[CH:14][C:10]=2[C:11]([OH:13])=O)=[C:4]([CH3:21])[CH:3]=1.[CH:22]([O:24][CH2:25][CH2:26][O:27][NH2:28])=[CH2:23].C(N(C(C)C)CC)(C)C.N1(O[P+](N2CCCC2)(N2CCCC2)N2CCCC2)C2C=CC=CC=2N=N1.F[P-](F)(F)(F)(F)F. (2) Given the product [N:21]1([C:16]([C:15]2[CH:14]=[CH:13][C:12]([C@@H:10]3[CH2:11][C@H:9]3[NH:8][C:6](=[O:7])[O:5][C:1]([CH3:2])([CH3:3])[CH3:4])=[CH:20][CH:19]=2)=[O:18])[CH2:26][CH2:25][CH2:24][CH2:23][CH2:22]1, predict the reactants needed to synthesize it. The reactants are: [C:1]([O:5][C:6]([NH:8][C@@H:9]1[CH2:11][C@H:10]1[C:12]1[CH:20]=[CH:19][C:15]([C:16]([OH:18])=O)=[CH:14][CH:13]=1)=[O:7])([CH3:4])([CH3:3])[CH3:2].[NH:21]1[CH2:26][CH2:25][CH2:24][CH2:23][CH2:22]1.ON1C2C=CC=CC=2N=N1.Cl.C(N=C=NCCCN(C)C)C.Cl.